This data is from Peptide-MHC class I binding affinity with 185,985 pairs from IEDB/IMGT. The task is: Regression. Given a peptide amino acid sequence and an MHC pseudo amino acid sequence, predict their binding affinity value. This is MHC class I binding data. (1) The peptide sequence is FLMRNAIQY. The MHC is HLA-B57:01 with pseudo-sequence HLA-B57:01. The binding affinity (normalized) is 0.0847. (2) The peptide sequence is YMRVNGKWM. The MHC is H-2-Db with pseudo-sequence H-2-Db. The binding affinity (normalized) is 0.701. (3) The peptide sequence is WFGHLASDW. The MHC is HLA-A01:01 with pseudo-sequence HLA-A01:01. The binding affinity (normalized) is 0.0847. (4) The peptide sequence is FKTTYAEVL. The MHC is Mamu-B17 with pseudo-sequence Mamu-B17. The binding affinity (normalized) is 0.154. (5) The peptide sequence is KSTDVAKTF. The MHC is HLA-A29:02 with pseudo-sequence HLA-A29:02. The binding affinity (normalized) is 0.175. (6) The peptide sequence is FLRGRAYGI. The MHC is HLA-A30:01 with pseudo-sequence HLA-A30:01. The binding affinity (normalized) is 0.274. (7) The peptide sequence is YMHGSIHEV. The MHC is HLA-A02:03 with pseudo-sequence HLA-A02:03. The binding affinity (normalized) is 0.951.